This data is from Reaction yield outcomes from USPTO patents with 853,638 reactions. The task is: Predict the reaction yield, written as a fraction of the theoretical maximum amount of product (1.0 means a 100% yield; for example, 0.34 means a 34% yield). (1) The reactants are [C:1]1([CH:8]=[CH:7][CH:6]=[C:4]([OH:5])[CH:3]=1)[OH:2].O[CH:10]([C:14]1[CH:19]=CC=[CH:16][CH:15]=1)[C:11]([OH:13])=O.B(F)(F)F.CC[O:26][CH2:27][CH3:28].[CH3:29]S(Cl)(=O)=O. The catalyst is CCOCC.CCCCCC. The product is [CH:15]1[C:14]([C:10]2[C:11](=[O:13])[C:8]3[CH:7]=[CH:6][C:4]([OH:5])=[CH:3][C:1]=3[O:2][CH:29]=2)=[CH:19][CH:28]=[C:27]([OH:26])[CH:16]=1. The yield is 0.440. (2) The yield is 0.790. The reactants are Br[C:2]1[S:3][CH:4]=[CH:5][C:6]=1[C:7]1[CH:12]=[CH:11][C:10]([CH2:13][CH2:14][CH2:15][CH2:16][CH2:17][CH2:18][CH2:19][CH3:20])=[CH:9][CH:8]=1.C([C:25]1(C)[C:30](O)=[C:29]([C:32]([CH3:35])(C)C)[CH:28]=[CH:27][CH2:26]1)(C)(C)C.C(=O)([O-])[O-].[Na+].[Na+].C(Cl)Cl.O.[CH3:47][C:48]([N:50]([CH3:52])C)=O. The product is [CH2:13]([C:10]1[CH:11]=[CH:12][C:7]([C:6]2[CH:5]=[CH:4][S:3][C:2]=2[CH:35]=[CH:32][C:29]2[CH:30]=[CH:25][C:26]([N:50]([C:48]3[CH:47]=[CH:12][CH:11]=[CH:10][CH:9]=3)[C:52]3[CH:8]=[CH:7][CH:6]=[CH:5][CH:4]=3)=[CH:27][CH:28]=2)=[CH:8][CH:9]=1)[CH2:14][CH2:15][CH2:16][CH2:17][CH2:18][CH2:19][CH3:20]. The catalyst is CC1C(P(C2C([CH2-])=CC=CC=2)C2C(C)=CC=CC=2)=CC=CC=1.CC1C(P(C2C([CH2-])=CC=CC=2)C2C(C)=CC=CC=2)=CC=CC=1.CC(O)=O.CC(O)=O.[Pd].[Pd].